This data is from Reaction yield outcomes from USPTO patents with 853,638 reactions. The task is: Predict the reaction yield, written as a fraction of the theoretical maximum amount of product (1.0 means a 100% yield; for example, 0.34 means a 34% yield). The reactants are [CH3:1][N:2]1[C:6]([CH3:7])=[C:5]([C:8]([NH:10][C:11]2[CH:26]=[CH:25][C:14]([O:15][C:16]3[CH:21]=[CH:20][N:19]=[C:18](C(N)=O)[CH:17]=3)=[C:13]([F:27])[C:12]=2[F:28])=[O:9])[C:4](=[O:29])[N:3]1[C:30]1[CH:35]=[CH:34][CH:33]=[CH:32][CH:31]=1.C(O)(=O)C.C(O)(=O)C.IC1C=CC=CC=1.CC#[N:53]. The catalyst is CCOC(C)=O.O. The product is [NH2:53][C:18]1[CH:17]=[C:16]([O:15][C:14]2[CH:25]=[CH:26][C:11]([NH:10][C:8]([C:5]3[C:4](=[O:29])[N:3]([C:30]4[CH:31]=[CH:32][CH:33]=[CH:34][CH:35]=4)[N:2]([CH3:1])[C:6]=3[CH3:7])=[O:9])=[C:12]([F:28])[C:13]=2[F:27])[CH:21]=[CH:20][N:19]=1. The yield is 0.323.